This data is from Full USPTO retrosynthesis dataset with 1.9M reactions from patents (1976-2016). The task is: Predict the reactants needed to synthesize the given product. (1) Given the product [CH2:1]([C:3]1[CH:4]=[CH:5][C:6]([N:9]2[CH2:25][CH:13]3[CH2:14][N:15]([C:18]([O:20][C:21]([CH3:22])([CH3:24])[CH3:23])=[O:19])[CH2:16][CH2:17][N:12]3[C:10]2=[O:11])=[CH:7][CH:8]=1)[CH3:2], predict the reactants needed to synthesize it. The reactants are: [CH2:1]([C:3]1[CH:8]=[CH:7][C:6]([NH:9][C:10]([N:12]2[CH2:17][CH2:16][N:15]([C:18]([O:20][C:21]([CH3:24])([CH3:23])[CH3:22])=[O:19])[CH2:14][CH:13]2[CH2:25]O)=[O:11])=[CH:5][CH:4]=1)[CH3:2].C1CCN2C(=NCCC2)CC1.CS(Cl)(=O)=O.O. (2) The reactants are: [CH2:1]=[CH:2][C:3](=[CH2:5])[CH3:4].[CH2:6]=[CH:7][C:8]1[CH:13]=[CH:12][CH:11]=[CH:10][CH:9]=1.[CH2:14]([O:26][S:27](C1C=CC=CC=1)(=[O:29])=[O:28])[CH2:15][CH2:16][CH2:17][CH2:18]CCCCCCC.[Na].CCCC[CH2:41][CH:42]([C:49](OC[CH2:53][CH2:54][NH+:55](CC)CC)=O)[C:43]1C=CC=CC=1.[Cl-].C(OCCCCCCCC)(=O)/C=C/C(OCCCCCCCC)=O.COC1(OC)C=CC=CC1CC(C1C=CC=CC=1)=O. Given the product [CH2:54]([NH:55][S:27]([C:13]1[C:8]([CH3:7])=[CH:9][CH:10]=[CH:11][CH:12]=1)(=[O:28])=[O:29])[CH3:53].[C:3]([C:2]1([C:42]([CH3:49])([CH3:43])[CH3:41])[C:14]([OH:26])=[CH:15][CH:16]=[C:17]([CH3:18])[CH2:1]1)([CH3:6])([CH3:4])[CH3:5], predict the reactants needed to synthesize it. (3) Given the product [CH:1]1([N:5]2[C:13]3[C:8](=[CH:9][CH:10]=[CH:11][CH:12]=3)[C:7]([C:14]([OH:16])=[O:15])=[N:6]2)[CH2:2][CH2:3][CH2:4]1, predict the reactants needed to synthesize it. The reactants are: [CH:1]1([N:5]2[C:13]3[C:8](=[CH:9][CH:10]=[CH:11][CH:12]=3)[C:7]([C:14]([O:16]C)=[O:15])=[N:6]2)[CH2:4][CH2:3][CH2:2]1.[OH-].[Na+].Cl. (4) Given the product [CH3:1][N:2]([C:30]1[CH:35]=[CH:34][N:33]=[C:32]([S:36][CH3:37])[N:31]=1)[C:3]1[CH:12]=[C:11]([C:13]2[CH:18]=[CH:17][CH:16]=[CH:15][CH:14]=2)[C:6]2[N:7]=[CH:8][N:9]([CH3:10])[C:5]=2[CH:4]=1, predict the reactants needed to synthesize it. The reactants are: [CH3:1][NH:2][C:3]1[CH:12]=[C:11]([C:13]2[CH:18]=[CH:17][CH:16]=[CH:15][CH:14]=2)[C:6]2[N:7]=[CH:8][N:9]([CH3:10])[C:5]=2[CH:4]=1.C[Si]([N-][Si](C)(C)C)(C)C.[Li+].Cl[C:30]1[CH:35]=[CH:34][N:33]=[C:32]([S:36][CH3:37])[N:31]=1. (5) The reactants are: [NH2:1][C:2]1[CH:7]=[C:6]([CH3:8])[CH:5]=[C:4]([CH3:9])[C:3]=1[OH:10].C(OCC)(=O)C.C(=O)([O-])O.[Na+].[Cl:22][C@@H:23]([C@@H:27]([CH3:30])[CH2:28][CH3:29])[C:24](Cl)=[O:25]. Given the product [Cl:22][C@@H:23]([C@@H:27]([CH3:30])[CH2:28][CH3:29])[C:24]([NH:1][C:2]1[CH:7]=[C:6]([CH3:8])[CH:5]=[C:4]([CH3:9])[C:3]=1[OH:10])=[O:25], predict the reactants needed to synthesize it.